From a dataset of Experimentally validated miRNA-target interactions with 360,000+ pairs, plus equal number of negative samples. Binary Classification. Given a miRNA mature sequence and a target amino acid sequence, predict their likelihood of interaction. (1) The miRNA is hsa-miR-8086 with sequence UGCUAGUCUGGACUGAUAUGGU. The protein sequence of the target gene is MGTVLSLSPASSAKGRRPGGLPEEKKKAPPAGDEALGGYGAPPVGKGGKGESRLKRPSVLISALTWKRLVAASAKKKKGSKKVTPKPASTGPDPLVQQRNRENLLRKGRDPPDGGGTAKPLAVPVPTVPAAAATCEPPSGGSAAAQPPGSGGGKPPPPPPPAPQVAPPVPGGSPRRVIVQASTGELLRCLGDFVCRRCYRLKELSPGELVGWFRGVDRSLLLQGWQDQAFITPANLVFVYLLCRESLRGDELASAAELQAAFLTCLYLAYSYMGNEISYPLKPFLVEPDKERFWQRCLRL.... Result: 0 (no interaction). (2) The miRNA is mmu-miR-879-3p with sequence GCUUAUGGCUUCAAGCUUUCGG. The protein sequence of the target gene is MSFALEETLESDWVAVRPHVFDEREKHKFVFIVAWNEIEGKFAITCHNRTAQRQRSGSREQAGTPASDGSRGPGSPAARGRSEAAASATAALRSPGPRKSQAWAEGGSPRSARSLKGDPPRGPAGRGPESPLRSPARAKASPLRRSAESRDAIASATPVPPAPPVPPVSSVRVVSASGAVSEEIEVLEMVREDEAPQPLPDSEQPPSAAELESSAEECSWAGLFSFQDLRAVHQQLCSVNSQLEPCLPVFPEEPSGMWTVLFGGAPEMTEQEIDALCYQLQVYLGHGLDTCGWKILSQVL.... Result: 0 (no interaction). (3) The miRNA is hsa-miR-7160-3p with sequence CAGGGCCCUGGCUUUAGCAGA. The protein sequence of the target gene is MDGRDFAPPPHLLSERGSLGHRSAAAAARLAPAGPAAQPAAHFQPGKYFPSPLPMASHTASSRLMGNPPASSFMGSFLTSSLGSAASAHPSGPTSSPSEPAYRGSHPATSQIWFSHSHEAPAYPRFSGSLASTFLPVSHLDHHGNSNVLYGQHRFYGTQKDNFYLRNLPPQPTILPANHNFPGVPRATPAHPIGSCSRDRIEAASLQKGPKEFDRFLMGKEVGKEKVSKGAEGRERPAVEEDSGKDRQKLVPPMPAEGPCKEAGPAPRGSCEGRPKHLTSCLLNTKVLNGDMGKASLASC.... Result: 0 (no interaction). (4) The miRNA is hsa-miR-4512 with sequence CAGGGCCUCACUGUAUCGCCCA. The protein sequence of the target gene is MTKREAEELIEIEIDGTEKAECTEESIVEQTYTPAECVSQAIDINEPIGNLKKLLEPRLQCSLDAHEICLQDIQLDPDRSLFDQGVKTDGTVQLSVQVISYQGMEPKLNILEIVKTAETVEVVIDPDAHHAEAEAHLVEEAQVITLDGTKHITTISDETSEQVTRWAAALEGYRKEQERLGIPYDPIHWSTDQVLHWVVWVMKEFSMTDIDLTTLNISGRELCSLNQEDFFQRVPRGEILWSHLELLRKYVLASQEQQMNEIVTIDQPVQIIPASVPPATPTTIKVINSSAKAAKVQRSP.... Result: 0 (no interaction). (5) The miRNA is hsa-miR-301b-5p with sequence GCUCUGACGAGGUUGCACUACU. The protein sequence of the target gene is MAERSGKITAGQAYIEVEYDYEYDAKDRKIVIRQGERYLLVKKTNDDWWQVRPDENSKAFYVPAQYVKEVTRKALMPPVKQATGLPNNSMKTIQSMHLQRSTENVNKMPELSSFGKPSSSVQGTGLIRDANQNFGSNYNSGQTLNLSLDLTHNNGKFNSDSHSPKVSSQNRTRLFGHFPGPEFLDIEKTSFSQEQSCDSAGEGSERIQQDSESGDELSSSSTEQMRATTPPNQGRPDSPVYANLQELKISQSALPPLPGSPAIQVNGEWETHKDSSGRCYYYNRTTQERTWKPPRWARDV.... Result: 0 (no interaction). (6) The miRNA is hsa-miR-4275 with sequence CCAAUUACCACUUCUUU. The protein sequence of the target gene is MSLRFGATCLLSFSFLLLITSSDGRTGLGKGFGDHIHWRTLEDGKKEAAASGLPLMVIIHKSWCGACKALKPKFAESTEISELSHNFVMVNLEDEEEPRDEDFSPDGGYIPRILFLDPSGKVRPEIINESGNPSYKYFYVSAEQVVQGMKEAQERLTGDAFREKHFQDEL. Result: 0 (no interaction). (7) The miRNA is mmu-miR-449b with sequence AGGCAGUGUUGUUAGCUGGC. The protein sequence of the target gene is MEEKYGGDARPGPGGGLGPVDVPSARLTRYILLLCLTKCLKAVGLFESYDLLKAVHIVQFIFILKLGTAFFMVLFQKPFSSGKPITKHQWIKIFKHAVAGCIISLLWFFGLTLCGPLRTLLLFEHSDIVVISLLSVLFTSSGGGPAKTRGAAFFIIAVICLLLFDNDDLMAKMAEHPEGHHDSALTHMLYTAIAFLGVADHKGGVLLLVLALCCKVGFHTASRKLSIDVGGAKRLQALSQLVSVFLLCPWVIVLSVTTESKVESWFSLIMPFTTVIFFVMILDFYMDSVCSVKMDVSKCA.... Result: 0 (no interaction).